This data is from Full USPTO retrosynthesis dataset with 1.9M reactions from patents (1976-2016). The task is: Predict the reactants needed to synthesize the given product. (1) Given the product [ClH:72].[C:1]([O:5][C:6]([NH:7][CH2:8][C:9]1[CH:38]=[CH:37][C:12]2[N:13]([CH2:32][CH2:74][CH2:75][CH2:76][O:77][C:78](=[O:83])[C:79]([CH3:82])([CH3:81])[CH3:80])[C:14]([CH2:16][N:17]3[C:26]4[C:21](=[CH:22][CH:23]=[CH:24][CH:25]=4)[C:20](=[O:27])[N:19]([CH:28]4[CH2:30][CH2:29]4)[C:18]3=[O:31])=[N:15][C:11]=2[CH:10]=1)=[O:39])([CH3:3])([CH3:4])[CH3:2], predict the reactants needed to synthesize it. The reactants are: [C:1]([O:5][C:6](=[O:39])[NH:7][CH2:8][C:9]1[CH:38]=[CH:37][C:12]2[N:13]([CH2:32]CC(C)C)[C:14]([CH2:16][N:17]3[C:26]4[C:21](=[CH:22][CH:23]=[CH:24][CH:25]=4)[C:20](=[O:27])[N:19]([CH:28]4[CH2:30][CH2:29]4)[C:18]3=[O:31])=[N:15][C:11]=2[CH:10]=1)([CH3:4])([CH3:3])[CH3:2].C1(N2C(=O)C3C(=CC=CC=3)NC2=O)CC1.C(OC(NCC1C=CC2N(C[CH2:74][CH2:75][CH2:76][O:77][C:78](=[O:83])[C:79]([CH3:82])([CH3:81])[CH3:80])C(C[Cl:72])=NC=2C=1)=O)(C)(C)C. (2) Given the product [Cl:8][C:6]1[N:5]=[N:4][C:3]([C:9]([OH:11])=[O:10])=[C:2]([NH:17][C:16]2[CH:18]=[CH:19][C:13]([F:12])=[CH:14][C:15]=2[CH3:20])[CH:7]=1, predict the reactants needed to synthesize it. The reactants are: Cl[C:2]1[CH:7]=[C:6]([Cl:8])[N:5]=[N:4][C:3]=1[C:9]([OH:11])=[O:10].[F:12][C:13]1[CH:19]=[CH:18][C:16]([NH2:17])=[C:15]([CH3:20])[CH:14]=1.